Dataset: Reaction yield outcomes from USPTO patents with 853,638 reactions. Task: Predict the reaction yield, written as a fraction of the theoretical maximum amount of product (1.0 means a 100% yield; for example, 0.34 means a 34% yield). (1) The reactants are [Si]([O:8][CH2:9][CH2:10][O:11][CH:12]1[CH2:17][CH2:16][N:15]([C:18]2[CH:23]=[CH:22][C:21]([OH:24])=[CH:20][CH:19]=2)[CH2:14][CH2:13]1)(C(C)(C)C)(C)C.[C:25]([C:28]1[CH:35]=[CH:34][C:31]([C:32]#[N:33])=[CH:30][C:29]=1F)(=[O:27])[CH3:26]. No catalyst specified. The product is [C:25]([C:28]1[CH:35]=[CH:34][C:31]([C:32]#[N:33])=[CH:30][C:29]=1[O:24][C:21]1[CH:20]=[CH:19][C:18]([N:15]2[CH2:14][CH2:13][CH:12]([O:11][CH2:10][CH2:9][OH:8])[CH2:17][CH2:16]2)=[CH:23][CH:22]=1)(=[O:27])[CH3:26]. The yield is 0.460. (2) The catalyst is C(#N)C.O. The reactants are [CH:1]1([CH2:7][C:8]2[NH:16][C:15]3[C:10](=[N:11][CH:12]=[CH:13][C:14]=3[C:17]([O:19]C)=[O:18])[CH:9]=2)[CH2:6][CH2:5][CH2:4][CH2:3][CH2:2]1. The product is [CH:1]1([CH2:7][C:8]2[NH:16][C:15]3[C:10](=[N:11][CH:12]=[CH:13][C:14]=3[C:17]([OH:19])=[O:18])[CH:9]=2)[CH2:2][CH2:3][CH2:4][CH2:5][CH2:6]1. The yield is 0.420. (3) The reactants are S([C:5]1[CH:11]=[CH:10][C:8]([CH3:9])=[CH:7][CH:6]=1)(O)(=O)=O.CNCCCCC=CC.C(N1C[C@@H](O)C[C@H]1C(O)=O)(OC(C)(C)C)=O.[CH2:37]([N:43](C)[C:44]([C@@H:46]1[CH2:50][C@@H:49]([OH:51])[CH2:48][N:47]1[C:52]([O:54][C:55]([CH3:58])([CH3:57])[CH3:56])=[O:53])=[O:45])CCCC=C. No catalyst specified. The product is [CH2:9]([N:43]([CH3:37])[C:44]([C@@H:46]1[CH2:50][C@@H:49]([OH:51])[CH2:48][N:47]1[C:52]([O:54][C:55]([CH3:57])([CH3:56])[CH3:58])=[O:53])=[O:45])[CH2:8][CH2:10][CH2:11][CH2:5][CH:6]=[CH2:7]. The yield is 1.00.